This data is from Full USPTO retrosynthesis dataset with 1.9M reactions from patents (1976-2016). The task is: Predict the reactants needed to synthesize the given product. (1) Given the product [CH2:1]([O:8][C:9]([N:11]1[CH2:17][CH2:16][C:15](=[O:18])[N:14]([CH2:21][CH2:22][CH2:23][N:24]2[CH2:29][CH2:28][CH2:27][CH2:26][CH2:25]2)[CH2:13][C@H:12]1[CH3:19])=[O:10])[C:2]1[CH:3]=[CH:4][CH:5]=[CH:6][CH:7]=1, predict the reactants needed to synthesize it. The reactants are: [CH2:1]([O:8][C:9]([N:11]1[CH2:17][CH2:16][C:15](=[O:18])[NH:14][CH2:13][C@H:12]1[CH3:19])=[O:10])[C:2]1[CH:7]=[CH:6][CH:5]=[CH:4][CH:3]=1.Cl[CH2:21][CH2:22][CH2:23][N:24]1[CH2:29][CH2:28][CH2:27][CH2:26][CH2:25]1. (2) Given the product [NH:15]1[CH:16]=[CH:17][C:13]([NH:12][C:4]2[N:3]=[C:2]([O:26][C:23]3[CH:24]=[CH:25][C:20]([C:18]#[N:19])=[CH:21][CH:22]=3)[C:11]3[C:6]([CH:5]=2)=[CH:7][CH:8]=[CH:9][CH:10]=3)=[N:14]1, predict the reactants needed to synthesize it. The reactants are: Cl[C:2]1[C:11]2[C:6](=[CH:7][CH:8]=[CH:9][CH:10]=2)[CH:5]=[C:4]([NH:12][C:13]2[CH:17]=[CH:16][NH:15][N:14]=2)[N:3]=1.[C:18]([C:20]1[CH:25]=[CH:24][C:23]([OH:26])=[CH:22][CH:21]=1)#[N:19]. (3) Given the product [F:1][C:2]1[CH:9]=[CH:8][C:7]([NH2:10])=[CH:6][C:3]=1[C:4]#[N:5], predict the reactants needed to synthesize it. The reactants are: [F:1][C:2]1[CH:9]=[CH:8][C:7]([N+:10]([O-])=O)=[CH:6][C:3]=1[C:4]#[N:5]. (4) The reactants are: C[O:2][C:3](=[O:36])[CH2:4][CH2:5][C:6]1[CH:11]=[CH:10][C:9]([O:12][CH2:13][CH2:14][CH:15]([O:17][C:18]2[CH:23]=[CH:22][C:21]([CH:24]([CH3:26])[CH3:25])=[CH:20][C:19]=2[C:27](=[O:34])[C:28]2[CH:33]=[CH:32][CH:31]=[CH:30][CH:29]=2)[CH3:16])=[CH:8][C:7]=1[CH3:35]. Given the product [C:27]([C:19]1[CH:20]=[C:21]([CH:24]([CH3:26])[CH3:25])[CH:22]=[CH:23][C:18]=1[O:17][CH:15]([CH3:16])[CH2:14][CH2:13][O:12][C:9]1[CH:10]=[CH:11][C:6]([CH2:5][CH2:4][C:3]([OH:36])=[O:2])=[C:7]([CH3:35])[CH:8]=1)(=[O:34])[C:28]1[CH:29]=[CH:30][CH:31]=[CH:32][CH:33]=1, predict the reactants needed to synthesize it. (5) Given the product [C:1]([O:5][C:6]([N:8]1[CH2:13][CH2:12][C:11]([CH3:14])([C:15](=[S:27])[NH2:16])[CH2:10][CH2:9]1)=[O:7])([CH3:4])([CH3:3])[CH3:2], predict the reactants needed to synthesize it. The reactants are: [C:1]([O:5][C:6]([N:8]1[CH2:13][CH2:12][C:11]([C:15](=O)[NH2:16])([CH3:14])[CH2:10][CH2:9]1)=[O:7])([CH3:4])([CH3:3])[CH3:2].COC1C=CC(P2(SP(C3C=CC(OC)=CC=3)(=S)S2)=[S:27])=CC=1.